This data is from Catalyst prediction with 721,799 reactions and 888 catalyst types from USPTO. The task is: Predict which catalyst facilitates the given reaction. (1) Reactant: C([O:3][C:4]([C:6]1([C:9]2[CH:14]=[CH:13][C:12]([C:15]3[CH:20]=[CH:19][C:18]([C:21]4[O:25][N:24]=[C:23]([CH3:26])[C:22]=4[CH2:27][S:28][CH2:29][CH2:30][C:31]4[CH:36]=[CH:35][CH:34]=[CH:33][CH:32]=4)=[CH:17][CH:16]=3)=[CH:11][CH:10]=2)[CH2:8][CH2:7]1)=[O:5])C.[OH-].[Li+]. Product: [CH3:26][C:23]1[C:22]([CH2:27][S:28][CH2:29][CH2:30][C:31]2[CH:32]=[CH:33][CH:34]=[CH:35][CH:36]=2)=[C:21]([C:18]2[CH:19]=[CH:20][C:15]([C:12]3[CH:11]=[CH:10][C:9]([C:6]4([C:4]([OH:5])=[O:3])[CH2:7][CH2:8]4)=[CH:14][CH:13]=3)=[CH:16][CH:17]=2)[O:25][N:24]=1. The catalyst class is: 24. (2) Reactant: [CH3:1][N:2]([CH2:4][CH:5]([CH2:9][C:10]([CH3:12])=[CH2:11])[C:6](=[O:8])[CH3:7])[CH3:3].[CH3:13][I:14]. Product: [I-:14].[C:6]([CH:5]([CH2:9][C:10]([CH3:12])=[CH2:11])[CH2:4][N+:2]([CH3:13])([CH3:3])[CH3:1])(=[O:8])[CH3:7]. The catalyst class is: 282. (3) Reactant: [S:1]1[C:5]2[CH2:6][CH2:7][CH2:8][C:4]=2[N:3]=[C:2]1[NH2:9].[CH3:10][C:11]1([CH3:19])[C:13]([CH3:15])([CH3:14])[CH:12]1[C:16](O)=[O:17].C(N(CC)CC)C. The catalyst class is: 630. Product: [S:1]1[C:5]2[CH2:6][CH2:7][CH2:8][C:4]=2[N:3]=[C:2]1[NH:9][C:16]([CH:12]1[C:13]([CH3:15])([CH3:14])[C:11]1([CH3:19])[CH3:10])=[O:17]. (4) Reactant: [NH:1]1[CH2:6][CH2:5][CH2:4][C@@H:3]([NH:7][C:8](=[O:14])[O:9][C:10]([CH3:13])([CH3:12])[CH3:11])[CH2:2]1.[Br:15][C:16]1[C:17](F)=[C:18]2[C:24]([NH:25][C:26](=[O:33])[C:27]3[CH:32]=[CH:31][CH:30]=[CH:29][CH:28]=3)=[CH:23][NH:22][C:19]2=[N:20][CH:21]=1.CC#N.O. Product: [C:26]([NH:25][C:24]1[C:18]2[C:19](=[N:20][CH:21]=[C:16]([Br:15])[C:17]=2[N:1]2[CH2:6][CH2:5][CH2:4][C@@H:3]([NH:7][C:8](=[O:14])[O:9][C:10]([CH3:11])([CH3:13])[CH3:12])[CH2:2]2)[NH:22][CH:23]=1)(=[O:33])[C:27]1[CH:28]=[CH:29][CH:30]=[CH:31][CH:32]=1. The catalyst class is: 114.